Dataset: Reaction yield outcomes from USPTO patents with 853,638 reactions. Task: Predict the reaction yield, written as a fraction of the theoretical maximum amount of product (1.0 means a 100% yield; for example, 0.34 means a 34% yield). (1) The reactants are [Cl:1][C:2]1[N:3]=[C:4]([CH3:30])[NH:5][C:6]=1[C:7]([NH:9][CH2:10][C:11]1[CH:16]=[CH:15][C:14]([CH:17]=[CH2:18])=[C:13]([O:19][C:20]2[CH:25]=[C:24]([C:26]#[N:27])[CH:23]=[C:22]([Cl:28])[CH:21]=2)[C:12]=1[F:29])=[O:8].[CH2:31](OCC)C. The catalyst is C/C(/[O-])=C/C(C)=O.C/C(/[O-])=C/C(C)=O.[Pd+2]. The product is [Cl:1][C:2]1[N:3]=[C:4]([CH3:30])[NH:5][C:6]=1[C:7]([NH:9][CH2:10][C:11]1[CH:16]=[CH:15][C:14]([CH:17]2[CH2:31][CH2:18]2)=[C:13]([O:19][C:20]2[CH:25]=[C:24]([C:26]#[N:27])[CH:23]=[C:22]([Cl:28])[CH:21]=2)[C:12]=1[F:29])=[O:8]. The yield is 0.530. (2) The reactants are CC[Mg+].[Br-].CCOCC.[CH:10]([NH:13][CH:14]([CH3:16])[CH3:15])([CH3:12])[CH3:11].[F:17][C:18]1[CH:25]=[CH:24][CH:23]=[C:22]([F:26])[C:19]=1[C:20]#[N:21]. The catalyst is C1(C)C=CC=CC=1. The product is [CH:10]([N:13]([CH:14]([CH3:16])[CH3:15])[C:20](=[NH:21])[C:19]1[C:18]([F:17])=[CH:25][CH:24]=[CH:23][C:22]=1[F:26])([CH3:12])[CH3:11]. The yield is 0.910. (3) No catalyst specified. The reactants are [CH3:1][C:2]1[O:6][N:5]=[C:4]([C:7]2[CH:12]=[CH:11][CH:10]=[CH:9][CH:8]=2)[C:3]=1[C:13]([NH:15][NH2:16])=[O:14].[CH3:17][O:18][C:19]1[CH:27]=[CH:26][C:22]([C:23](O)=O)=[CH:21][CH:20]=1. The product is [CH3:17][O:18][C:19]1[CH:27]=[CH:26][C:22]([C:23]2[O:14][C:13]([C:3]3[C:4]([C:7]4[CH:12]=[CH:11][CH:10]=[CH:9][CH:8]=4)=[N:5][O:6][C:2]=3[CH3:1])=[N:15][N:16]=2)=[CH:21][CH:20]=1. The yield is 0.630. (4) The reactants are [CH3:1][O:2][C:3](=[O:49])[CH2:4][CH2:5][C:6]1[C:14]2[C:9](=[CH:10][CH:11]=[CH:12][CH:13]=2)[N:8]([CH2:15][CH2:16][CH2:17][N:18]2[CH2:48][CH2:47][C:21]3([N:25]([C:26]4[CH:31]=[CH:30][CH:29]=[CH:28][CH:27]=4)[CH2:24][N:23]([CH2:32][C:33]4[CH:34]=[C:35]([CH:43]=[CH:44][CH:45]=4)[C:36]([O:38]C(C)(C)C)=[O:37])[C:22]3=[O:46])[CH2:20][CH2:19]2)[CH:7]=1. The catalyst is Cl.O1CCOCC1. The product is [CH3:1][O:2][C:3](=[O:49])[CH2:4][CH2:5][C:6]1[C:14]2[C:9](=[CH:10][CH:11]=[CH:12][CH:13]=2)[N:8]([CH2:15][CH2:16][CH2:17][N:18]2[CH2:48][CH2:47][C:21]3([N:25]([C:26]4[CH:31]=[CH:30][CH:29]=[CH:28][CH:27]=4)[CH2:24][N:23]([CH2:32][C:33]4[CH:34]=[C:35]([CH:43]=[CH:44][CH:45]=4)[C:36]([OH:38])=[O:37])[C:22]3=[O:46])[CH2:20][CH2:19]2)[CH:7]=1. The yield is 0.357. (5) The reactants are [CH2:1]([Br:8])[C:2]1[CH:7]=[CH:6][CH:5]=[CH:4][CH:3]=1.[O:9]1[CH:13]2[O:14][CH2:15][CH2:16][N:12]2[CH2:11][CH2:10]1. The catalyst is C(OC(C)C)(C)C. The product is [Br-:8].[CH2:1]([N+:12]12[CH2:16][CH2:15][O:14][CH:13]1[O:9][CH2:10][CH2:11]2)[C:2]1[CH:7]=[CH:6][CH:5]=[CH:4][CH:3]=1. The yield is 0.943. (6) The reactants are Cl[CH2:2][C:3]1[O:9][C:6]([CH:7]=[O:8])=[CH:5][CH:4]=1.[CH2:10]([OH:12])[CH3:11]. No catalyst specified. The product is [CH2:10]([O:12][CH2:2][C:3]1[O:9][C:6]([CH:7]=[O:8])=[CH:5][CH:4]=1)[CH3:11]. The yield is 0.950.